From a dataset of Reaction yield outcomes from USPTO patents with 853,638 reactions. Predict the reaction yield, written as a fraction of the theoretical maximum amount of product (1.0 means a 100% yield; for example, 0.34 means a 34% yield). The reactants are Br[CH2:2][CH3:3].[Cl:4][C:5]1[CH:6]=[C:7]([C:11]2[CH:12]=[CH:13][C:14](=[O:17])[NH:15][N:16]=2)[CH:8]=[CH:9][CH:10]=1.C(=O)([O-])[O-].[K+].[K+].O. The catalyst is CN(C)C=O.C(OCC)(=O)C. The product is [Cl:4][C:5]1[CH:6]=[C:7]([C:11]2[CH:12]=[CH:13][C:14](=[O:17])[N:15]([CH2:2][CH3:3])[N:16]=2)[CH:8]=[CH:9][CH:10]=1. The yield is 0.960.